Dataset: Full USPTO retrosynthesis dataset with 1.9M reactions from patents (1976-2016). Task: Predict the reactants needed to synthesize the given product. (1) Given the product [NH2:20][C:10]1[C:9]2[N:8]=[C:7]([CH2:21][CH2:22][CH3:23])[N:6]([CH2:5][CH2:4][CH2:3][CH2:2][NH:1][C:28]([NH:27][CH:24]([CH3:26])[CH3:25])=[O:29])[C:18]=2[C:17]2[CH:16]=[CH:15][C:14]([Br:19])=[CH:13][C:12]=2[N:11]=1, predict the reactants needed to synthesize it. The reactants are: [NH2:1][CH2:2][CH2:3][CH2:4][CH2:5][N:6]1[C:18]2[C:17]3[CH:16]=[CH:15][C:14]([Br:19])=[CH:13][C:12]=3[N:11]=[C:10]([NH2:20])[C:9]=2[N:8]=[C:7]1[CH2:21][CH2:22][CH3:23].[CH:24]([N:27]=[C:28]=[O:29])([CH3:26])[CH3:25]. (2) Given the product [NH2:1][C:2]1[O:6][N:5]=[C:4]([C:7]2[CH:12]=[CH:11][C:10]([O:13][C:14]([F:17])([F:15])[F:16])=[CH:9][CH:8]=2)[C:3]=1[C:18]([N:43]1[CH2:42][CH2:41][N:40]([C:35]2[CH:36]=[CH:37][CH:38]=[CH:39][C:34]=2[F:33])[CH2:45][CH2:44]1)=[O:20], predict the reactants needed to synthesize it. The reactants are: [NH2:1][C:2]1[O:6][N:5]=[C:4]([C:7]2[CH:12]=[CH:11][C:10]([O:13][C:14]([F:17])([F:16])[F:15])=[CH:9][CH:8]=2)[C:3]=1[C:18]([OH:20])=O.Cl.C(N=C=NCCCN(C)C)C.[F:33][C:34]1[CH:39]=[CH:38][CH:37]=[CH:36][C:35]=1[N:40]1[CH2:45][CH2:44][NH:43][CH2:42][CH2:41]1. (3) Given the product [F:32][C:28]1[N:27]=[C:26]([C:1]([C:9]2[CH:14]=[CH:13][CH:12]=[CH:11][N:10]=2)([C:3]2[CH:8]=[CH:7][CH:6]=[CH:5][N:4]=2)[CH3:2])[CH:31]=[CH:30][CH:29]=1, predict the reactants needed to synthesize it. The reactants are: [CH:1]([C:9]1[CH:14]=[CH:13][CH:12]=[CH:11][N:10]=1)([C:3]1[CH:8]=[CH:7][CH:6]=[CH:5][N:4]=1)[CH3:2].C[Si](C)(C)[N-][Si](C)(C)C.[K+].F[C:26]1[CH:31]=[CH:30][CH:29]=[C:28]([F:32])[N:27]=1. (4) Given the product [F:28][CH:26]([F:27])[C:20]1[CH:19]=[C:18]([C:8]2([C:4]3[CH:5]=[CH:6][CH:7]=[C:2]([C:33]4[CH:34]=[N:29][CH:30]=[N:31][CH:32]=4)[CH:3]=3)[C:16]3[C:11](=[N:12][CH:13]=[CH:14][CH:15]=3)[C:10]([NH2:17])=[N:9]2)[CH:23]=[CH:22][C:21]=1[O:24][CH3:25], predict the reactants needed to synthesize it. The reactants are: Br[C:2]1[CH:3]=[C:4]([C:8]2([C:18]3[CH:23]=[CH:22][C:21]([O:24][CH3:25])=[C:20]([CH:26]([F:28])[F:27])[CH:19]=3)[C:16]3[C:11](=[N:12][CH:13]=[CH:14][CH:15]=3)[C:10]([NH2:17])=[N:9]2)[CH:5]=[CH:6][CH:7]=1.[N:29]1[CH:34]=[C:33](B(O)O)[CH:32]=[N:31][CH:30]=1.C(=O)([O-])[O-].[Cs+].[Cs+]. (5) Given the product [Br:1][C:2]1[CH:7]=[CH:6][C:5]([N:8]([CH:9]2[CH2:10][CH2:11][N:12]([C:15]([O:17][C:18]([CH3:21])([CH3:20])[CH3:19])=[O:16])[CH2:13][CH2:14]2)[CH2:37][C:36]2[CH:39]=[CH:40][CH:41]=[C:34]([C:26]3[CH:27]=[C:28]([O:32][CH3:33])[C:29]([O:30][CH3:31])=[C:24]([O:23][CH3:22])[CH:25]=3)[CH:35]=2)=[CH:4][CH:3]=1, predict the reactants needed to synthesize it. The reactants are: [Br:1][C:2]1[CH:7]=[CH:6][C:5]([NH:8][CH:9]2[CH2:14][CH2:13][N:12]([C:15]([O:17][C:18]([CH3:21])([CH3:20])[CH3:19])=[O:16])[CH2:11][CH2:10]2)=[CH:4][CH:3]=1.[CH3:22][O:23][C:24]1[CH:25]=[C:26]([C:34]2[CH:35]=[C:36]([CH:39]=[CH:40][CH:41]=2)[CH2:37]Cl)[CH:27]=[C:28]([O:32][CH3:33])[C:29]=1[O:30][CH3:31].